From a dataset of Reaction yield outcomes from USPTO patents with 853,638 reactions. Predict the reaction yield, written as a fraction of the theoretical maximum amount of product (1.0 means a 100% yield; for example, 0.34 means a 34% yield). The reactants are [CH:1]([OH:4])([CH3:3])[CH3:2].CC(C)([O-])C.[Na+].Cl[C:12]1[C:21]2[C:16](=[CH:17][CH:18]=[C:19]([S:22][C:23]3[N:27]4[CH:28]=[C:29]([C:32]5[CH:33]=[N:34][N:35]([CH3:37])[CH:36]=5)[CH:30]=[CH:31][C:26]4=[N:25][N:24]=3)[CH:20]=2)[N:15]=[CH:14][C:13]=1[C:38]1[CH:39]=[N:40][N:41]([CH3:43])[CH:42]=1. The catalyst is CS(C)=O. The product is [CH:1]([O:4][C:12]1[C:21]2[C:16](=[CH:17][CH:18]=[C:19]([S:22][C:23]3[N:27]4[CH:28]=[C:29]([C:32]5[CH:33]=[N:34][N:35]([CH3:37])[CH:36]=5)[CH:30]=[CH:31][C:26]4=[N:25][N:24]=3)[CH:20]=2)[N:15]=[CH:14][C:13]=1[C:38]1[CH:39]=[N:40][N:41]([CH3:43])[CH:42]=1)([CH3:3])[CH3:2]. The yield is 0.210.